From a dataset of Full USPTO retrosynthesis dataset with 1.9M reactions from patents (1976-2016). Predict the reactants needed to synthesize the given product. (1) The reactants are: [C:1]1([CH2:7][NH:8][C:9]([CH:11]([C:17]([O:19]CC)=O)[C:12]([O:14][CH2:15][CH3:16])=[O:13])=[O:10])[CH:6]=[CH:5][CH:4]=[CH:3][CH:2]=1.[H-].[Na+].[Cl:24][C:25]1[CH:30]=[CH:29][C:28]([N:31]=[C:32]=[O:33])=[CH:27][CH:26]=1.Cl. Given the product [Cl:24][C:25]1[CH:30]=[CH:29][C:28]([N:31]2[C:17]([OH:19])=[C:11]([C:12]([O:14][CH2:15][CH3:16])=[O:13])[C:9](=[O:10])[N:8]([CH2:7][C:1]3[CH:2]=[CH:3][CH:4]=[CH:5][CH:6]=3)[C:32]2=[O:33])=[CH:27][CH:26]=1, predict the reactants needed to synthesize it. (2) Given the product [OH:23][C:24]1([C:2]2[CH:7]=[CH:6][C:5]([O:8][CH:9]3[CH2:14][CH2:13][N:12]([CH:15]([CH3:17])[CH3:16])[CH2:11][CH2:10]3)=[CH:4][CH:3]=2)[CH2:25][CH2:26][N:27]([C:30]([O:32][C:33]([CH3:36])([CH3:35])[CH3:34])=[O:31])[CH2:28][CH2:29]1, predict the reactants needed to synthesize it. The reactants are: I[C:2]1[CH:7]=[CH:6][C:5]([O:8][CH:9]2[CH2:14][CH2:13][N:12]([CH:15]([CH3:17])[CH3:16])[CH2:11][CH2:10]2)=[CH:4][CH:3]=1.C([Li])CCC.[O:23]=[C:24]1[CH2:29][CH2:28][N:27]([C:30]([O:32][C:33]([CH3:36])([CH3:35])[CH3:34])=[O:31])[CH2:26][CH2:25]1.[Cl-].[NH4+]. (3) Given the product [Cl:3][C:1]1[C:18]2[C:17](=[CH:13][CH:12]=[C:11]([F:10])[CH:19]=2)[N:16]([CH3:20])[C:15]=1[C:21]([NH:23][C@H:24]([C:28]([NH:30][CH:31]([C:40](=[O:43])[CH2:41][F:42])[CH2:32][C:33]([O:35][C:36]([CH3:37])([CH3:38])[CH3:39])=[O:34])=[O:29])[CH:25]([CH3:27])[CH3:26])=[O:22], predict the reactants needed to synthesize it. The reactants are: [CH2:1]([Cl:3])Cl.C(Cl)(=O)C(Cl)=O.[F:10][C:11]1[CH:12]=[C:13]2[C:17](=[CH:18][CH:19]=1)[N:16]([CH3:20])[C:15]([C:21]([NH:23][C@H:24]([C:28]([NH:30][CH:31]([CH:40]([OH:43])[CH2:41][F:42])[CH2:32][C:33]([O:35][C:36]([CH3:39])([CH3:38])[CH3:37])=[O:34])=[O:29])[CH:25]([CH3:27])[CH3:26])=[O:22])=C2. (4) The reactants are: [CH3:1][O:2][C:3](=[O:11])[C:4]1[CH:9]=[CH:8][C:7]([NH2:10])=[CH:6][CH:5]=1.[CH:12]1([C:18]2[CH:25]=[CH:24][C:21]([CH:22]=O)=[CH:20][CH:19]=2)[CH2:17][CH2:16][CH2:15][CH2:14][CH2:13]1.C(O)(=O)C.C([BH3-])#N.[Na+]. Given the product [CH3:1][O:2][C:3](=[O:11])[C:4]1[CH:9]=[CH:8][C:7]([NH:10][CH2:22][C:21]2[CH:24]=[CH:25][C:18]([CH:12]3[CH2:13][CH2:14][CH2:15][CH2:16][CH2:17]3)=[CH:19][CH:20]=2)=[CH:6][CH:5]=1, predict the reactants needed to synthesize it.